From a dataset of Forward reaction prediction with 1.9M reactions from USPTO patents (1976-2016). Predict the product of the given reaction. (1) Given the reactants [F:1][C:2]1[CH:7]=[C:6]([F:8])[CH:5]=[CH:4][C:3]=1[C@:9]12[CH2:18][O:17][C@@H:16]([C:19]3[CH:20]=[N:21][N:22]([CH3:24])[CH:23]=3)[CH2:15][C@H:14]1[CH2:13][S:12][C:11]([NH:25]C(=O)C1C=CC=CC=1)=[N:10]2.FC1C=C(F)C=CC=1[C@]12CO[C@@H](C3OC=CN=3)C[C@H]1CSC(N)=N2, predict the reaction product. The product is: [F:1][C:2]1[CH:7]=[C:6]([F:8])[CH:5]=[CH:4][C:3]=1[C@:9]12[CH2:18][O:17][C@@H:16]([C:19]3[CH:20]=[N:21][N:22]([CH3:24])[CH:23]=3)[CH2:15][C@H:14]1[CH2:13][S:12][C:11]([NH2:25])=[N:10]2. (2) Given the reactants CC(CC)=O.[CH3:6][N:7]([CH3:36])[C:8]1([C:30]2[CH:35]=[CH:34][CH:33]=[CH:32][CH:31]=2)[CH2:13][CH2:12][CH:11]([CH2:14][C:15]([NH:17][CH:18]([CH3:29])[CH2:19][C:20]2[C:28]3[C:23](=[CH:24][CH:25]=[CH:26][CH:27]=3)[NH:22][CH:21]=2)=[O:16])[CH2:10][CH2:9]1.C(NC1CCCCC1)(NC1CCCCC1)=O.[ClH:53], predict the reaction product. The product is: [ClH:53].[CH3:36][N:7]([CH3:6])[C:8]1([C:30]2[CH:35]=[CH:34][CH:33]=[CH:32][CH:31]=2)[CH2:13][CH2:12][CH:11]([CH2:14][C:15]([NH:17][CH:18]([CH3:29])[CH2:19][C:20]2[C:28]3[C:23](=[CH:24][CH:25]=[CH:26][CH:27]=3)[NH:22][CH:21]=2)=[O:16])[CH2:10][CH2:9]1.